From a dataset of Reaction yield outcomes from USPTO patents with 853,638 reactions. Predict the reaction yield, written as a fraction of the theoretical maximum amount of product (1.0 means a 100% yield; for example, 0.34 means a 34% yield). (1) The reactants are Cl.[NH:2]1[CH2:5][CH:4]([C:6]2[C:11]([Cl:12])=[N:10][CH:9]=[CH:8][N:7]=2)[CH2:3]1.Br[C:14]1[CH:23]=[CH:22][C:21]2[C:16](=[CH:17][CH:18]=[CH:19][CH:20]=2)[N:15]=1.C(=O)([O-])[O-].[Cs+].[Cs+]. The catalyst is CN(C=O)C.O. The product is [Cl:12][C:11]1[C:6]([CH:4]2[CH2:5][N:2]([C:14]3[CH:23]=[CH:22][C:21]4[C:16](=[CH:17][CH:18]=[CH:19][CH:20]=4)[N:15]=3)[CH2:3]2)=[N:7][CH:8]=[CH:9][N:10]=1. The yield is 0.450. (2) The reactants are [CH2:1]([N:8]1[C:17](=[O:18])[C:16]2[C:11](=[CH:12][CH:13]=[CH:14][CH:15]=2)[C:10]([C:19]2[C:27]3[C:22](=[CH:23][CH:24]=[CH:25][CH:26]=3)[N:21]([CH2:28][C:29](O)=[O:30])[C:20]=2[CH3:32])=[N:9]1)[C:2]1[CH:7]=[CH:6][CH:5]=[CH:4][CH:3]=1.C(N(CC)CC)C.ClC(OCC)=O.[BH4-].[Na+]. The catalyst is O1CCCC1. The product is [CH2:1]([N:8]1[N:9]=[C:10]([C:19]2[C:27]3[C:22](=[CH:23][CH:24]=[CH:25][CH:26]=3)[N:21]([CH2:28][CH2:29][OH:30])[C:20]=2[CH3:32])[C:11]2[C:16](=[CH:15][CH:14]=[CH:13][CH:12]=2)[C:17]1=[O:18])[C:2]1[CH:7]=[CH:6][CH:5]=[CH:4][CH:3]=1. The yield is 0.150. (3) The reactants are [NH2:1][C:2]([C@:4]1([CH2:33][O:34][CH3:35])[CH2:8][CH2:7][C@H:6]([C:9]2[CH:14]=[CH:13][C:12]([O:15][CH2:16][C:17]3[CH:22]=[CH:21][CH:20]=[CH:19][C:18]=3[F:23])=[C:11]([O:24][CH3:25])[CH:10]=2)[N:5]1C(OC(C)(C)C)=O)=[O:3].C([Cl:39])(C)=O. The yield is 0.820. The product is [ClH:39].[F:23][C:18]1[CH:19]=[CH:20][CH:21]=[CH:22][C:17]=1[CH2:16][O:15][C:12]1[CH:13]=[CH:14][C:9]([C@@H:6]2[NH:5][C@:4]([CH2:33][O:34][CH3:35])([C:2]([NH2:1])=[O:3])[CH2:8][CH2:7]2)=[CH:10][C:11]=1[O:24][CH3:25]. The catalyst is C(OCC)(=O)C.CO. (4) The yield is 0.750. The reactants are [C:1]1(=O)[CH2:5][CH2:4][CH2:3][CH2:2]1.[CH2:7]([O:9][C:10]([C@H:12]1[C@@H:17]([NH2:18])[C@H:16]2[CH2:19][C@@H:13]1[CH2:14][CH2:15]2)=[O:11])[CH3:8].C([BH3-])#N.[Na+].C(=O)(O)[O-].[Na+]. The catalyst is CO.C(O)(=O)C. The product is [CH2:7]([O:9][C:10]([C@H:12]1[C@@H:17]([NH:18][CH:1]2[CH2:5][CH2:4][CH2:3][CH2:2]2)[C@H:16]2[CH2:19][C@@H:13]1[CH2:14][CH2:15]2)=[O:11])[CH3:8]. (5) The catalyst is O1CCOCC1.O. The product is [C:32]([O:31][C:30](=[O:36])[NH:29][C@H:26]1[CH2:27][CH2:28][C@@H:24]([C:22]2[N:19]3[C:14]4[CH:13]=[CH:12][N:11]([S:1]([C:4]5[CH:10]=[CH:9][C:7]([CH3:8])=[CH:6][CH:5]=5)(=[O:2])=[O:3])[C:15]=4[N:16]=[CH:17][C:18]3=[N:20][N:21]=2)[CH2:25]1)([CH3:34])([CH3:35])[CH3:33]. The reactants are [S:1]([N:11]1[C:15]2=[N:16][CH:17]=[C:18]([NH:20][NH:21][C:22]([C@@H:24]3[CH2:28][CH2:27][C@H:26]([NH:29][C:30](=[O:36])[O:31][C:32]([CH3:35])([CH3:34])[CH3:33])[CH2:25]3)=O)[N:19]=[C:14]2[CH:13]=[CH:12]1)([C:4]1[CH:10]=[CH:9][C:7]([CH3:8])=[CH:6][CH:5]=1)(=[O:3])=[O:2].C1(C(O)=O)CCCC1.O=S(Cl)Cl.CCOC(C)=O. The yield is 0.850. (6) The reactants are [C:1]1(B(O)O)[CH:6]=[CH:5][CH:4]=[CH:3][CH:2]=1.[F-].[K+].Cl[C:13]1[CH:18]=[CH:17][C:16]([N+:19]([O-:21])=[O:20])=[CH:15][CH:14]=1. The catalyst is C([O-])(=O)C.[Pd+2].C([O-])(=O)C.C(P(C(C)(C)C)C1C=CC=CC=1C1C=CC=CC=1)(C)(C)C. The product is [N+:19]([C:16]1[CH:17]=[CH:18][C:13]([C:1]2[CH:6]=[CH:5][CH:4]=[CH:3][CH:2]=2)=[CH:14][CH:15]=1)([O-:21])=[O:20]. The yield is 0.980. (7) The reactants are [Br:1][C:2]1[C:3]([F:12])=[C:4]2[C:10]([NH2:11])=[CH:9][NH:8][C:5]2=[N:6][CH:7]=1.[O:13]1[CH2:17][CH2:16][CH2:15][C@H:14]1[C:18](O)=[O:19].C(N(CC)CC)C.C1N(P(Cl)(N2C(=O)OCC2)=O)C(=O)OC1.[Li+].[OH-]. The catalyst is C(Cl)Cl.O. The product is [Br:1][C:2]1[C:3]([F:12])=[C:4]2[C:10]([NH:11][C:18]([C@@H:14]3[CH2:15][CH2:16][CH2:17][O:13]3)=[O:19])=[CH:9][NH:8][C:5]2=[N:6][CH:7]=1. The yield is 0.708.